This data is from Full USPTO retrosynthesis dataset with 1.9M reactions from patents (1976-2016). The task is: Predict the reactants needed to synthesize the given product. (1) Given the product [Cl:1][C:2]1[CH:3]=[CH:4][C:5]([OH:11])=[C:6]([CH:10]=1)[C:7]([NH:12][C:13]1[S:14][CH:15]=[C:16]([C:18]2[CH:23]=[C:22]([F:24])[CH:21]=[CH:20][C:19]=2[F:25])[N:17]=1)=[O:9], predict the reactants needed to synthesize it. The reactants are: [Cl:1][C:2]1[CH:10]=[C:6]([C:7]([OH:9])=O)[C:5]([OH:11])=[CH:4][CH:3]=1.[NH2:12][C:13]1[S:14][CH:15]=[C:16]([C:18]2[CH:23]=[C:22]([F:24])[CH:21]=[CH:20][C:19]=2[F:25])[N:17]=1. (2) The reactants are: [C:1]1([N:7]=[C:8]=[S:9])[CH:6]=[CH:5][CH:4]=[CH:3][CH:2]=1.[CH3:10][N:11]([CH3:16])[CH2:12][CH2:13][CH2:14][NH2:15]. Given the product [CH3:10][N:11]([CH3:16])[CH2:12][CH2:13][CH2:14][NH:15][C:8]([NH:7][C:1]1[CH:6]=[CH:5][CH:4]=[CH:3][CH:2]=1)=[S:9], predict the reactants needed to synthesize it. (3) Given the product [OH:26][C@@H:24]([CH3:25])[C@H:23]([NH:20][C:37](=[O:38])[O:39][C:40]([CH3:43])([CH3:42])[CH3:41])[C:27]1[CH:32]=[C:31]([F:33])[C:30]([F:34])=[C:29]([F:35])[CH:28]=1, predict the reactants needed to synthesize it. The reactants are: C1(P(C2C=CC=CC=2)C2C=CC=CC=2)C=CC=CC=1.[N:20]([C@H:23]([C:27]1[CH:32]=[C:31]([F:33])[C:30]([F:34])=[C:29]([F:35])[CH:28]=1)[C@@H:24]([OH:26])[CH3:25])=[N+]=[N-].O.[C:37](O[C:37]([O:39][C:40]([CH3:43])([CH3:42])[CH3:41])=[O:38])([O:39][C:40]([CH3:43])([CH3:42])[CH3:41])=[O:38]. (4) Given the product [C:22]([O:26][C:27]([NH:1][CH:2]([C:8]1[CH:13]=[CH:12][CH:11]=[C:10]([OH:14])[CH:9]=1)[CH2:3][C:4]([O:6][CH3:7])=[O:5])=[O:28])([CH3:25])([CH3:24])[CH3:23], predict the reactants needed to synthesize it. The reactants are: [NH2:1][CH:2]([C:8]1[CH:13]=[CH:12][CH:11]=[C:10]([OH:14])[CH:9]=1)[CH2:3][C:4]([O:6][CH3:7])=[O:5].C(N(CC)CC)C.[C:22]([O:26][C:27](O[C:27]([O:26][C:22]([CH3:25])([CH3:24])[CH3:23])=[O:28])=[O:28])([CH3:25])([CH3:24])[CH3:23].[Cl-].[NH4+]. (5) Given the product [Br:20][C:16]1[CH:15]=[C:14]([C:12]2([CH3:11])[NH:10][C:1](=[O:9])[C:2]3[CH:8]=[CH:7][CH:6]=[CH:5][C:3]=3[O:4]2)[CH:19]=[CH:18][CH:17]=1, predict the reactants needed to synthesize it. The reactants are: [C:1]([NH2:10])(=[O:9])[C:2]1[C:3](=[CH:5][CH:6]=[CH:7][CH:8]=1)[OH:4].[CH3:11][C:12]([C:14]1[CH:19]=[CH:18][CH:17]=[C:16]([Br:20])[CH:15]=1)=O.O.C1(C)C=CC(S(O)(=O)=O)=CC=1. (6) Given the product [CH2:1]([N:8]([CH2:29][CH2:30][CH2:31][CH2:32][CH3:33])[CH2:9][CH2:10][CH2:11][C:12]1[CH:27]=[CH:26][C:15]([O:16][C:17]2[CH:25]=[CH:24][C:20]([C:21]([NH2:23])=[O:22])=[CH:19][N:18]=2)=[CH:14][CH:13]=1)[C:2]1[CH:3]=[CH:4][CH:5]=[CH:6][CH:7]=1, predict the reactants needed to synthesize it. The reactants are: [CH2:1]([NH:8][CH2:9][CH2:10][CH2:11][C:12]1[CH:27]=[CH:26][C:15]([O:16][C:17]2[CH:25]=[CH:24][C:20]([C:21]([NH2:23])=[O:22])=[CH:19][N:18]=2)=[CH:14][CH:13]=1)[C:2]1[CH:7]=[CH:6][CH:5]=[CH:4][CH:3]=1.Br[CH2:29][CH2:30][CH2:31][CH2:32][CH3:33].